Dataset: Kir2.1 potassium channel HTS with 301,493 compounds. Task: Binary Classification. Given a drug SMILES string, predict its activity (active/inactive) in a high-throughput screening assay against a specified biological target. (1) The compound is O(C(=O)C1CCC1)C(C(=O)c1c2c([nH]c1C)cccc2)C. The result is 0 (inactive). (2) The compound is O1c2cc(Nc3n4c(nc3c3ccc(cc3)C)cncc4)ccc2OC1. The result is 0 (inactive).